This data is from Full USPTO retrosynthesis dataset with 1.9M reactions from patents (1976-2016). The task is: Predict the reactants needed to synthesize the given product. (1) Given the product [CH3:8][O:9][C:10]1[C:11]2[N:12]([C:2]([C:3]([O:5][CH2:6][CH3:7])=[O:4])=[C:17]([S:18][CH3:19])[N:16]=2)[CH:13]=[CH:14][N:15]=1, predict the reactants needed to synthesize it. The reactants are: Br[CH2:2][C:3]([O:5][CH2:6][CH3:7])=[O:4].[CH3:8][O:9][C:10]1[C:11]([N:16]=[C:17](SC)[S:18][CH3:19])=[N:12][CH:13]=[CH:14][N:15]=1.O. (2) Given the product [NH:30]1[CH:29]=[C:28]([C:25]2[S:24][C:23]([C:21]([NH:20][C:12]3[N:11]([CH2:10][CH:8]4[CH2:7][N:6]([C:4](=[O:5])[C:3]([C:1]#[N:2])=[CH:43][C:40]([NH:44][C:45](=[O:51])[O:46][C:47]([CH3:50])([CH3:49])[CH3:48])([CH3:39])[CH3:41])[CH2:9]4)[C:15]4[CH:16]=[CH:17][CH:18]=[CH:19][C:14]=4[N:13]=3)=[O:22])=[CH:27][CH:26]=2)[CH:32]=[N:31]1, predict the reactants needed to synthesize it. The reactants are: [C:1]([CH2:3][C:4]([N:6]1[CH2:9][CH:8]([CH2:10][N:11]2[C:15]3[CH:16]=[CH:17][CH:18]=[CH:19][C:14]=3[N:13]=[C:12]2[NH:20][C:21]([C:23]2[S:24][C:25]([C:28]3[CH:29]=[N:30][NH:31][CH:32]=3)=[CH:26][CH:27]=2)=[O:22])[CH2:7]1)=[O:5])#[N:2].N1CCCCC1.[CH3:39][C:40]([NH:44][C:45](=[O:51])[O:46][C:47]([CH3:50])([CH3:49])[CH3:48])([CH3:43])[CH:41]=O. (3) Given the product [Cl:17][C:18]1[CH:26]=[C:25]([F:27])[CH:24]=[CH:23][C:19]=1[C:20]([NH:8][C:7]1[CH:6]=[CH:5][CH:4]=[C:3]([NH:9][CH:10]2[CH2:15][CH2:14][CH2:2][CH2:3][N:9]2[CH3:10])[C:2]=1[F:1])=[O:21], predict the reactants needed to synthesize it. The reactants are: [F:1][C:2]1[C:7]([NH2:8])=[CH:6][CH:5]=[CH:4][C:3]=1[NH:9][CH:10]1[CH2:15][CH2:14]N(C)CC1.[Cl:17][C:18]1[CH:26]=[C:25]([F:27])[CH:24]=[CH:23][C:19]=1[C:20](Cl)=[O:21]. (4) Given the product [C:20]([O:14][CH:13]([Cl:1])[CH2:12][CH2:11][CH2:10][C@@H:9]([O:15][N+:16]([O-:18])=[O:17])[CH2:8][O:7][N+:5]([O-:19])=[O:6])(=[O:23])[CH2:21][CH3:22], predict the reactants needed to synthesize it. The reactants are: [Cl:1]C(Cl)C.[N+:5]([O-:19])([O:7][CH2:8][C@H:9]([O:15][N+:16]([O-:18])=[O:17])[CH2:10][CH2:11][CH2:12][CH:13]=[O:14])=[O:6].[C:20](Cl)(=[O:23])[CH2:21][CH3:22].C(=O)(O)[O-].[Na+]. (5) Given the product [CH3:27][O:28][C:29]1[CH:34]=[C:33]([C:7]2[CH:8]=[C:9]3[C:14](=[CH:15][CH:16]=2)[CH:13]=[C:12]([C:17]#[N:18])[CH:11]=[CH:10]3)[CH:32]=[CH:31][CH:30]=1, predict the reactants needed to synthesize it. The reactants are: FC(F)(F)S(O[C:7]1[CH:8]=[C:9]2[C:14](=[CH:15][CH:16]=1)[CH:13]=[C:12]([C:17]#[N:18])[CH:11]=[CH:10]2)(=O)=O.C([O-])([O-])=O.[Cs+].[Cs+].[CH3:27][O:28][C:29]1[CH:30]=[C:31](B(O)O)[CH:32]=[CH:33][CH:34]=1. (6) Given the product [F:37][C:34]1[CH:35]=[CH:36][C:31]([S:28]([NH:27][C@H:11]([CH2:10][CH2:9][OH:8])[CH2:12][N:13]2[C:17]3=[N:18][CH:19]=[CH:20][CH:21]=[C:16]3[C:15]([CH2:22][C:23]([O:25][CH3:26])=[O:24])=[CH:14]2)(=[O:30])=[O:29])=[CH:32][CH:33]=1, predict the reactants needed to synthesize it. The reactants are: [Si]([O:8][CH2:9][CH2:10][C@@H:11]([NH:27][S:28]([C:31]1[CH:36]=[CH:35][C:34]([F:37])=[CH:33][CH:32]=1)(=[O:30])=[O:29])[CH2:12][N:13]1[C:17]2=[N:18][CH:19]=[CH:20][CH:21]=[C:16]2[C:15]([CH2:22][C:23]([O:25][CH3:26])=[O:24])=[CH:14]1)(C(C)(C)C)(C)C.CCCC[N+](CCCC)(CCCC)CCCC.[F-]. (7) The reactants are: [O:1]1[C:6]2[CH:7]=[CH:8][C:9]([CH2:11][N:12]([CH:20]3[CH2:25][CH2:24][N:23]([CH2:26][CH2:27][N:28]4[C:37]5[C:32](=[CH:33][CH:34]=[C:35]([F:38])[CH:36]=5)[C:31]([Cl:39])=[CH:30][C:29]4=[O:40])[CH2:22][CH2:21]3)C(=O)OC(C)(C)C)=[CH:10][C:5]=2[O:4][CH2:3][CH2:2]1.Cl.C(OCC)(=O)C. Given the product [ClH:39].[O:1]1[C:6]2[CH:7]=[CH:8][C:9]([CH2:11][NH:12][CH:20]3[CH2:21][CH2:22][N:23]([CH2:26][CH2:27][N:28]4[C:37]5[C:32](=[CH:33][CH:34]=[C:35]([F:38])[CH:36]=5)[C:31]([Cl:39])=[CH:30][C:29]4=[O:40])[CH2:24][CH2:25]3)=[CH:10][C:5]=2[O:4][CH2:3][CH2:2]1, predict the reactants needed to synthesize it.